This data is from Full USPTO retrosynthesis dataset with 1.9M reactions from patents (1976-2016). The task is: Predict the reactants needed to synthesize the given product. (1) Given the product [Cl:17][C:18]1[CH:26]=[C:25]([F:27])[CH:24]=[CH:23][C:19]=1[C:20]([NH:7][C:6]1[CH:8]=[CH:9][CH:10]=[C:4]([N+:1]([O-:3])=[O:2])[CH:5]=1)=[O:21], predict the reactants needed to synthesize it. The reactants are: [N+:1]([C:4]1[CH:5]=[C:6]([CH:8]=[CH:9][CH:10]=1)[NH2:7])([O-:3])=[O:2].N1C=CC=CC=1.[Cl:17][C:18]1[CH:26]=[C:25]([F:27])[CH:24]=[CH:23][C:19]=1[C:20](Cl)=[O:21]. (2) Given the product [C:26]([O:10][CH2:9][CH2:8][S:5]([CH2:4][CH2:3][C:2]([F:1])([C:15]([F:16])([F:17])[F:18])[C:11]([F:14])([F:12])[F:13])(=[O:7])=[O:6])(=[O:29])[CH:27]=[CH2:28], predict the reactants needed to synthesize it. The reactants are: [F:1][C:2]([C:15]([F:18])([F:17])[F:16])([C:11]([F:14])([F:13])[F:12])[CH2:3][CH2:4][S:5]([CH2:8][CH2:9][OH:10])(=[O:7])=[O:6].C(N(CC)CC)C.[C:26](Cl)(=[O:29])[CH:27]=[CH2:28].